This data is from Forward reaction prediction with 1.9M reactions from USPTO patents (1976-2016). The task is: Predict the product of the given reaction. The product is: [OH:2][C:3]1[CH:4]=[CH:5][C:6]([CH2:7][CH2:8][C:9]2[CH:14]=[CH:13][CH:12]=[CH:11][C:10]=2[C:15]2[N:20]=[C:19]([N:21]3[C:25]([C:26]([F:29])([F:28])[F:27])=[C:24]([C:30]([O:32][CH2:33][CH3:34])=[O:31])[CH:23]=[N:22]3)[CH:18]=[CH:17][CH:16]=2)=[CH:35][CH:36]=1. Given the reactants C[O:2][C:3]1[CH:36]=[CH:35][C:6]([CH2:7][CH2:8][C:9]2[CH:14]=[CH:13][CH:12]=[CH:11][C:10]=2[C:15]2[N:20]=[C:19]([N:21]3[C:25]([C:26]([F:29])([F:28])[F:27])=[C:24]([C:30]([O:32][CH2:33][CH3:34])=[O:31])[CH:23]=[N:22]3)[CH:18]=[CH:17][CH:16]=2)=[CH:5][CH:4]=1.B(Br)(Br)Br, predict the reaction product.